Dataset: Full USPTO retrosynthesis dataset with 1.9M reactions from patents (1976-2016). Task: Predict the reactants needed to synthesize the given product. (1) Given the product [CH2:3]([C:5]1[N:6]([CH2:18][C:19]([CH3:22])([O:21][CH2:24][CH2:23][S:25]([CH3:28])(=[O:27])=[O:26])[CH3:20])[C:7]2[C:16]3[CH:15]=[CH:14][CH:13]=[CH:12][C:11]=3[N:10]=[CH:9][C:8]=2[N:17]=1)[CH3:4], predict the reactants needed to synthesize it. The reactants are: [H-].[Na+].[CH2:3]([C:5]1[N:6]([CH2:18][C:19]([CH3:22])([OH:21])[CH3:20])[C:7]2[C:16]3[CH:15]=[CH:14][CH:13]=[CH:12][C:11]=3[N:10]=[CH:9][C:8]=2[N:17]=1)[CH3:4].[CH:23]([S:25]([CH3:28])(=[O:27])=[O:26])=[CH2:24]. (2) Given the product [N+:1]([C:4]1[CH:5]=[C:6]([CH2:10][S:11]([N:16]([CH3:17])[CH3:15])(=[O:13])=[O:12])[CH:7]=[CH:8][CH:9]=1)([O-:3])=[O:2], predict the reactants needed to synthesize it. The reactants are: [N+:1]([C:4]1[CH:5]=[C:6]([CH2:10][S:11](Cl)(=[O:13])=[O:12])[CH:7]=[CH:8][CH:9]=1)([O-:3])=[O:2].[CH3:15][NH:16][CH3:17]. (3) Given the product [CH3:11][N:13]([CH3:15])[CH:14]=[CH:8][C:7]([C:5]1[N:6]([CH3:16])[C:2]([CH3:1])=[N:3][CH:4]=1)=[O:9], predict the reactants needed to synthesize it. The reactants are: [CH3:1][C:2]1[NH:3][CH:4]=[C:5]([C:7](=[O:9])[CH3:8])[N:6]=1.C[C:11]([N:13]([CH3:15])[CH3:14])=O.[CH3:16]N(C=O)C. (4) Given the product [CH3:1][N:2]1[C:7](=[O:8])[C:6]([N:9]2[CH2:10][CH2:11][S:12](=[O:16])(=[O:15])[CH2:13][CH2:14]2)=[C:5]2[C:17](=[O:33])[N:18]([CH2:21][CH2:22][C:23]3[CH:32]=[CH:31][C:30]4[C:25](=[CH:26][CH:27]=[CH:28][CH:29]=4)[N:24]=3)[CH2:19][C:4]2=[CH:3]1, predict the reactants needed to synthesize it. The reactants are: [CH3:1][N:2]1[C:7](=[O:8])[C:6]([N:9]2[CH2:14][CH2:13][S:12](=[O:16])(=[O:15])[CH2:11][CH2:10]2)=[C:5]2[C:17](=[O:33])[N:18]([CH2:21][CH2:22][C:23]3[CH:32]=[CH:31][C:30]4[C:25](=[CH:26][CH:27]=[CH:28][CH:29]=4)[N:24]=3)[C:19](=S)[C:4]2=[CH:3]1.C1COCC1.